Predict the reaction yield, written as a fraction of the theoretical maximum amount of product (1.0 means a 100% yield; for example, 0.34 means a 34% yield). From a dataset of Reaction yield outcomes from USPTO patents with 853,638 reactions. The product is [S:1]([NH:17][CH2:18][CH2:19][S:20][S:21][CH2:22][CH2:23][NH2:24])([C:4]1[C:16]2[CH:15]=[CH:14][CH:13]=[C:9]([N:10]([CH3:12])[CH3:11])[C:8]=2[CH:7]=[CH:6][CH:5]=1)(=[O:2])=[O:3].[C:59]1(=[O:60])[NH:61][C:62](=[O:64])[CH:63]=[CH:58]1. The reactants are [S:1]([N:17](S(C1C2C=CC=C(N(C)C)C=2C=CC=1)(=O)=O)[CH2:18][CH2:19][S:20][S:21][CH2:22][CH2:23][NH2:24])([C:4]1[C:16]2[CH:15]=[CH:14][CH:13]=[C:9]([N:10]([CH3:12])[CH3:11])[C:8]=2[CH:7]=[CH:6][CH:5]=1)(=[O:3])=[O:2].C(C(O)=O)CP(CCC(O)=O)CCC(O)=O.Br[C:58]1[C:59]([NH:61][C:62](=[O:64])[CH:63]=1)=[O:60]. The catalyst is CO. The yield is 0.550.